This data is from Catalyst prediction with 721,799 reactions and 888 catalyst types from USPTO. The task is: Predict which catalyst facilitates the given reaction. (1) Product: [CH3:3][N:4]([N:6]=[N:7][C:8]1[C:12]2[CH2:13][CH2:14][CH2:15][CH2:16][C:11]=2[Se:10][C:9]=1[C:17]([NH2:2])=[O:19])[CH3:5]. Reactant: [OH-].[NH4+:2].[CH3:3][N:4]([N:6]=[N:7][C:8]1[C:12]2[CH2:13][CH2:14][CH2:15][CH2:16][C:11]=2[Se:10][C:9]=1[C:17]([O-:19])=O)[CH3:5].O. The catalyst class is: 1. (2) Reactant: ClC1C=C2C(=CC=1)C(O)=CC(C)=C2.BrC1C=CC(CC(=O)C)=CC=1.[Br:25][C:26]1[CH:35]=[C:34]2[C:29]([CH:30]=[C:31]([CH3:37])[CH:32]=[C:33]2[OH:36])=[CH:28][CH:27]=1.[C:38]([O:42][CH2:43][CH3:44])(=[O:41])[CH:39]=[O:40]. Product: [Br:25][C:26]1[CH:35]=[C:34]2[C:29]([CH:30]=[C:31]([CH3:37])[CH:32]=[C:33]2[OH:36])=[CH:28][CH:27]=1.[Br:25][C:26]1[CH:35]=[C:34]2[C:29]([CH:30]=[C:31]([CH3:37])[C:32]([CH:39]([OH:40])[C:38]([O:42][CH2:43][CH3:44])=[O:41])=[C:33]2[OH:36])=[CH:28][CH:27]=1. The catalyst class is: 528. (3) Reactant: C([O:5][C:6]([C:8]1[CH:9]=[CH:10][C:11]([NH:14][C:15](=[O:40])[C:16]2[CH:21]=[C:20]([CH2:22][C:23]3[C:24](=[O:35])[C:25]([O:33][CH3:34])=[C:26]([O:31][CH3:32])[C:27](=[O:30])[C:28]=3[CH3:29])[CH:19]=[CH:18][C:17]=2[O:36][C:37](=[O:39])[CH3:38])=[N:12][CH:13]=1)=[O:7])(C)(C)C. Product: [OH:7][C:6]([C:8]1[CH:9]=[CH:10][C:11]([NH:14][C:15](=[O:40])[C:16]2[CH:21]=[C:20]([CH2:22][C:23]3[C:24](=[O:35])[C:25]([O:33][CH3:34])=[C:26]([O:31][CH3:32])[C:27](=[O:30])[C:28]=3[CH3:29])[CH:19]=[CH:18][C:17]=2[O:36][C:37](=[O:39])[CH3:38])=[N:12][CH:13]=1)=[O:5]. The catalyst class is: 106. (4) Reactant: FC(F)(F)S(OC)(=O)=O.[F:10][C:11]1[CH:22]=[CH:21][C:14]([CH2:15]N(C)C(=S)C)=[CH:13][CH:12]=1.[NH2:23][C:24]1[CH:33]=[C:32]2[C:27]([CH2:28][CH2:29][CH:30]([OH:49])[CH:31]2[NH:34][C:35]([C:37]2[CH:42]=[CH:41][C:40]([C:43]3[CH:48]=[CH:47][CH:46]=[CH:45][CH:44]=3)=[CH:39][CH:38]=2)=[O:36])=[CH:26][CH:25]=1.[N:50]1[CH:55]=CC=[CH:52][CH:51]=1. Product: [F:10][C:11]1[CH:12]=[CH:13][C:14]([CH2:15][CH2:55][NH:50][C:51](=[N:23][C:24]2[CH:33]=[C:32]3[C:27]([CH2:28][CH2:29][C@@H:30]([OH:49])[C@@H:31]3[NH:34][C:35]([C:37]3[CH:42]=[CH:41][C:40]([C:43]4[CH:44]=[CH:45][CH:46]=[CH:47][CH:48]=4)=[CH:39][CH:38]=3)=[O:36])=[CH:26][CH:25]=2)[CH3:52])=[CH:21][CH:22]=1. The catalyst class is: 2. (5) Reactant: C([O:4][C:5]1[CH:10]=[CH:9][C:8]([C:11]2[S:12](=[O:23])(=[O:22])[C:13]3[C:18]([C:19](=[O:21])[CH:20]=2)=[CH:17][CH:16]=[CH:15][CH:14]=3)=[CH:7][CH:6]=1)(=O)C.C1COCC1.C([O-])([O-])=O.[K+].[K+].Cl. Product: [OH:4][C:5]1[CH:10]=[CH:9][C:8]([C:11]2[S:12](=[O:23])(=[O:22])[C:13]3[C:18]([C:19](=[O:21])[CH:20]=2)=[CH:17][CH:16]=[CH:15][CH:14]=3)=[CH:7][CH:6]=1. The catalyst class is: 5. (6) Reactant: [NH2:1][C:2]1[C:9]([F:10])=[CH:8][CH:7]=[C:6]([F:11])[C:3]=1[C:4]#[N:5].CO[CH:14](OC)[N:15]([CH3:17])[CH3:16]. Product: [C:4]([C:3]1[C:6]([F:11])=[CH:7][CH:8]=[C:9]([F:10])[C:2]=1[N:1]=[CH:14][N:15]([CH3:17])[CH3:16])#[N:5]. The catalyst class is: 11. (7) Reactant: [CH:1]1([CH2:4][O:5][C:6]2[CH:30]=[C:29]([F:31])[C:9]([CH2:10][O:11][C:12]([N:14]3[CH2:19][CH2:18][N:17](C(OC(C)(C)C)=O)[CH2:16][C@H:15]3[CH2:27][CH3:28])=[O:13])=[C:8]([F:32])[CH:7]=2)[CH2:3][CH2:2]1.Cl.[OH-].[Na+]. Product: [CH:1]1([CH2:4][O:5][C:6]2[CH:30]=[C:29]([F:31])[C:9]([CH2:10][O:11][C:12]([N:14]3[CH2:19][CH2:18][NH:17][CH2:16][C@H:15]3[CH2:27][CH3:28])=[O:13])=[C:8]([F:32])[CH:7]=2)[CH2:3][CH2:2]1. The catalyst class is: 71. (8) Reactant: N(C(OC(C)C)=O)=NC(OC(C)C)=O.[C:15]([C:18](=[CH2:24])[CH2:19][C:20]([O:22][CH3:23])=[O:21])([OH:17])=[O:16].[CH2:25](O)[C:26]1[CH:31]=[CH:30][CH:29]=[CH:28][CH:27]=1.C1(P(C2C=CC=CC=2)C2C=CC=CC=2)C=CC=CC=1. Product: [CH2:25]([O:16][C:15]([C:18](=[CH2:24])[CH2:19][C:20]([O:22][CH3:23])=[O:21])=[O:17])[C:26]1[CH:31]=[CH:30][CH:29]=[CH:28][CH:27]=1. The catalyst class is: 1. (9) The catalyst class is: 62. Reactant: Cl[C:2]1[CH:7]=[N:6][CH:5]=[C:4]([Cl:8])[N:3]=1.[NH2:9][C:10]1[CH:18]=[CH:17][C:13]([C:14]([OH:16])=[O:15])=[C:12]([F:19])[CH:11]=1.CC([O-])(C)C.[Na+].CC1(C)C2C(=C(P(C3C=CC=CC=3)C3C=CC=CC=3)C=CC=2)OC2C(P(C3C=CC=CC=3)C3C=CC=CC=3)=CC=CC1=2. Product: [Cl:8][C:4]1[N:3]=[C:2]([NH:9][C:10]2[CH:18]=[CH:17][C:13]([C:14]([OH:16])=[O:15])=[C:12]([F:19])[CH:11]=2)[CH:7]=[N:6][CH:5]=1. (10) Reactant: [O:1]=[C:2]1[CH2:7][CH2:6][CH2:5][N:4]([C:8]([O:10][C:11]([CH3:14])([CH3:13])[CH3:12])=[O:9])[CH2:3]1.[CH2:15]([O:17][C:18]1[CH:19]=[C:20]([Mg]Br)[CH:21]=[CH:22][CH:23]=1)[CH3:16]. Product: [CH2:15]([O:17][C:18]1[CH:23]=[C:22]([C:2]2([OH:1])[CH2:7][CH2:6][CH2:5][N:4]([C:8]([O:10][C:11]([CH3:14])([CH3:13])[CH3:12])=[O:9])[CH2:3]2)[CH:21]=[CH:20][CH:19]=1)[CH3:16]. The catalyst class is: 28.